Dataset: Forward reaction prediction with 1.9M reactions from USPTO patents (1976-2016). Task: Predict the product of the given reaction. (1) Given the reactants [Cl:1][C:2]1[C:3]([C:18]2[CH:23]=[CH:22][C:21]([O:24][C:25]3[CH:30]=[CH:29][CH:28]=[C:27]([Cl:31])[CH:26]=3)=[C:20]([O:32][CH3:33])[CH:19]=2)=[C:4]2[N:9]([C:10]=1[CH:11]1[CH2:16][CH2:15][CH2:14][NH:13][CH2:12]1)[N:8]=[CH:7][N:6]=[C:5]2[NH2:17].C(N(CC)CC)C.[C:41](Cl)(=[O:44])[CH:42]=[CH2:43], predict the reaction product. The product is: [NH2:17][C:5]1[C:4]2=[C:3]([C:18]3[CH:23]=[CH:22][C:21]([O:24][C:25]4[CH:30]=[CH:29][CH:28]=[C:27]([Cl:31])[CH:26]=4)=[C:20]([O:32][CH3:33])[CH:19]=3)[C:2]([Cl:1])=[C:10]([CH:11]3[CH2:16][CH2:15][CH2:14][N:13]([C:41](=[O:44])[CH:42]=[CH2:43])[CH2:12]3)[N:9]2[N:8]=[CH:7][N:6]=1. (2) The product is: [C:1]([C:3]1[C:4]([N:16]2[CH2:17][CH:18]([C:20](=[O:21])[NH:35][S:32]([CH2:31][C:25]3[CH:26]=[CH:27][C:28]([F:30])=[CH:29][C:24]=3[F:23])(=[O:33])=[O:34])[CH2:19]2)=[N:5][C:6]([CH2:14][CH3:15])=[C:7]([CH:8]=1)[C:9]([O:11][CH2:12][CH3:13])=[O:10])#[N:2]. Given the reactants [C:1]([C:3]1[C:4]([N:16]2[CH2:19][CH:18]([C:20](O)=[O:21])[CH2:17]2)=[N:5][C:6]([CH2:14][CH3:15])=[C:7]([C:9]([O:11][CH2:12][CH3:13])=[O:10])[CH:8]=1)#[N:2].[F:23][C:24]1[CH:29]=[C:28]([F:30])[CH:27]=[CH:26][C:25]=1[CH2:31][S:32]([NH2:35])(=[O:34])=[O:33], predict the reaction product. (3) Given the reactants [Cl:1][C:2]1[N:7]=[C:6]([NH:8][C:9]2[CH:24]=[CH:23][C:12](CCNC(=O)OC(C)(C)C)=[C:11](I)[CH:10]=2)[C:5]([Cl:26])=[CH:4][N:3]=1.[CH:27]([C:29]1[CH:30]=[C:31]([NH2:35])[CH:32]=[N:33][CH:34]=1)=[CH2:28].[C:36](=[O:39])([O-])[O-:37].[Na+].[Na+].P(C1C=[C:43](S([O-])(=O)=O)[C:48]([CH3:49])=[CH:47]C=1C)(C1C=[C:43](S([O-])(=O)=O)[C:48]([CH3:49])=[CH:47]C=1C)[C:43]1C=C(S([O-])(=O)=O)C(C)=[CH:47][C:48]=1[CH3:49].[Na+].[Na+].[Na+].C(#[N:84])C, predict the reaction product. The product is: [NH2:35][C:31]1[CH:30]=[C:29](/[CH:27]=[CH:28]/[C:11]2[CH:10]=[C:9]([NH:8][C:6]3[C:5]([Cl:26])=[CH:4][N:3]=[C:2]([Cl:1])[N:7]=3)[CH:24]=[CH:23][C:12]=2[NH:84][C:36](=[O:39])[O:37][C:48]([CH3:49])([CH3:47])[CH3:43])[CH:34]=[N:33][CH:32]=1. (4) Given the reactants [NH2:1][C:2]1[CH:3]=[C:4]2[C:8](=[CH:9][CH:10]=1)[NH:7][CH:6]=[C:5]2[CH:11]1[CH2:16][CH2:15][CH:14]([N:17]([CH2:25][CH3:26])[C:18](=[O:24])[O:19][C:20]([CH3:23])([CH3:22])[CH3:21])[CH2:13][CH2:12]1.I.[S:28]1[CH:32]=[CH:31][CH:30]=[C:29]1[C:33](SC)=[NH:34], predict the reaction product. The product is: [CH2:25]([N:17]([CH:14]1[CH2:13][CH2:12][CH:11]([C:5]2[C:4]3[C:8](=[CH:9][CH:10]=[C:2]([NH:1][C:33]([C:29]4[S:28][CH:32]=[CH:31][CH:30]=4)=[NH:34])[CH:3]=3)[NH:7][CH:6]=2)[CH2:16][CH2:15]1)[C:18](=[O:24])[O:19][C:20]([CH3:21])([CH3:22])[CH3:23])[CH3:26]. (5) Given the reactants [C:1]1([C:13]2[C:14](=[O:28])[NH:15][C:16](=[O:27])[C:17]=2[C:18]2[C:26]3[C:21](=[CH:22][CH:23]=[CH:24][CH:25]=3)[NH:20][CH:19]=2)[C:11]2=[C:12]3[C:7](=[CH:8][CH:9]=[CH:10]2)[S:6][CH2:5][CH2:4][N:3]3[CH:2]=1.ClC1C=CC=C(C(OO)=[O:37])C=1.S(=O)(O)[O-].[Na+].C(=O)(O)[O-].[Na+], predict the reaction product. The product is: [NH:20]1[C:21]2[C:26](=[CH:25][CH:24]=[CH:23][CH:22]=2)[C:18]([C:17]2[C:16](=[O:27])[NH:15][C:14](=[O:28])[C:13]=2[C:1]2[C:11]3=[C:12]4[C:7](=[CH:8][CH:9]=[CH:10]3)[S:6](=[O:37])[CH2:5][CH2:4][N:3]4[CH:2]=2)=[CH:19]1. (6) Given the reactants [C:1]([O:5][C:6](=[O:18])[NH:7][C:8]1[NH:12][C:11]2[CH:13]=[C:14]([NH2:17])[CH:15]=[CH:16][C:10]=2[N:9]=1)([CH3:4])([CH3:3])[CH3:2].C(N(CC)CC)C.[CH2:26]([CH:33]1[CH2:38][CH2:37][N:36]([C:39](=[O:43])[C:40](Cl)=[O:41])[CH2:35][CH2:34]1)[C:27]1[CH:32]=[CH:31][CH:30]=[CH:29][CH:28]=1, predict the reaction product. The product is: [C:1]([O:5][C:6](=[O:18])[NH:7][C:8]1[NH:9][C:10]2[CH:16]=[CH:15][C:14]([NH:17][C:40](=[O:41])[C:39]([N:36]3[CH2:35][CH2:34][CH:33]([CH2:26][C:27]4[CH:28]=[CH:29][CH:30]=[CH:31][CH:32]=4)[CH2:38][CH2:37]3)=[O:43])=[CH:13][C:11]=2[N:12]=1)([CH3:4])([CH3:2])[CH3:3]. (7) Given the reactants [CH3:1][O:2][C:3]([C:5]1[NH:6][C:7]2[C:12]([C:13]=1[Cl:14])=[CH:11][C:10]([O:15][CH3:16])=[CH:9][CH:8]=2)=[O:4].[C:17]([O:21][C:22]([NH:24][CH2:25][C:26]1[CH:31]=[CH:30][C:29](B(O)O)=[CH:28][CH:27]=1)=[O:23])([CH3:20])([CH3:19])[CH3:18].CN(C)C=O.C(N(CC)C(C)C)(C)C, predict the reaction product. The product is: [CH3:1][O:2][C:3]([C:5]1[N:6]([C:29]2[CH:28]=[CH:27][C:26]([CH2:25][NH:24][C:22]([O:21][C:17]([CH3:20])([CH3:19])[CH3:18])=[O:23])=[CH:31][CH:30]=2)[C:7]2[C:12]([C:13]=1[Cl:14])=[CH:11][C:10]([O:15][CH3:16])=[CH:9][CH:8]=2)=[O:4].